This data is from Forward reaction prediction with 1.9M reactions from USPTO patents (1976-2016). The task is: Predict the product of the given reaction. (1) Given the reactants [C:1]([C:5]1[N:9]([CH3:10])[N:8]([CH2:11][C@H:12]2[CH2:16][CH2:15][CH2:14][O:13]2)/[C:7](=[N:17]/[C:18](=[O:32])[C:19]2[CH:24]=[C:23]([C:25]([F:28])([F:27])[F:26])[CH:22]=[C:21]([N+:29]([O-])=O)[CH:20]=2)/[CH:6]=1)([CH3:4])([CH3:3])[CH3:2], predict the reaction product. The product is: [NH2:29][C:21]1[CH:20]=[C:19]([CH:24]=[C:23]([C:25]([F:28])([F:27])[F:26])[CH:22]=1)[C:18](/[N:17]=[C:7]1/[N:8]([CH2:11][C@H:12]2[CH2:16][CH2:15][CH2:14][O:13]2)[N:9]([CH3:10])[C:5]([C:1]([CH3:4])([CH3:3])[CH3:2])=[CH:6]/1)=[O:32]. (2) Given the reactants [CH:1]([O-:3])=[O:2].[Li+].CCN(C(C)C)C(C)C.C(OC(=O)C)(=O)C.Br[C:22]1[CH:23]=[N:24][C:25]([C:28]2[CH:33]=[CH:32][C:31]([CH2:34][C@H:35]([NH:43][C:44](=[O:55])[C:45]3[CH:50]=[CH:49][C:48]([C:51]([CH3:54])([CH3:53])[CH3:52])=[CH:47][CH:46]=3)[C:36]([O:38][C:39]([CH3:42])([CH3:41])[CH3:40])=[O:37])=[CH:30][CH:29]=2)=[N:26][CH:27]=1, predict the reaction product. The product is: [C:39]([O:38][C:36](=[O:37])[C@@H:35]([NH:43][C:44](=[O:55])[C:45]1[CH:50]=[CH:49][C:48]([C:51]([CH3:54])([CH3:53])[CH3:52])=[CH:47][CH:46]=1)[CH2:34][C:31]1[CH:32]=[CH:33][C:28]([C:25]2[N:24]=[CH:23][C:22]([C:1]([OH:3])=[O:2])=[CH:27][N:26]=2)=[CH:29][CH:30]=1)([CH3:42])([CH3:41])[CH3:40]. (3) Given the reactants [CH2:1]([C:5]1[O:6][C:7]2[CH:30]=[CH:29][CH:28]=[CH:27][C:8]=2[C:9]=1[C:10]1[O:11][C:12]([C:15]2[CH:24]=[CH:23][C:22]3[C:17](=[CH:18][CH:19]=[C:20]([O:25]C)[CH:21]=3)[CH:16]=2)=[CH:13][N:14]=1)[CH2:2][CH2:3][CH3:4].Br, predict the reaction product. The product is: [CH2:1]([C:5]1[O:6][C:7]2[CH:30]=[CH:29][CH:28]=[CH:27][C:8]=2[C:9]=1[C:10]1[O:11][C:12]([C:15]2[CH:16]=[C:17]3[C:22](=[CH:23][CH:24]=2)[CH:21]=[C:20]([OH:25])[CH:19]=[CH:18]3)=[CH:13][N:14]=1)[CH2:2][CH2:3][CH3:4]. (4) Given the reactants Cl.[O:2]=[C:3]1[NH:11][C:6]2=[N:7][CH:8]=[CH:9][CH:10]=[C:5]2[C:4]21[CH2:19][C:18]1[C:13](=[CH:14][CH:15]=[C:16]([NH:20][C:21]3[N:26]=[CH:25][N:24]=[C:23]([C:27]([OH:29])=O)[CH:22]=3)[CH:17]=1)[CH2:12]2.[N+:30]([C:33]1C=CC=C2[C:34]=1[CH:35]=CN2)([O-:32])=[O:31].CC[N:44]([CH:48]([CH3:50])C)[CH:45]([CH3:47])[CH3:46].CN(C(ON1N=NC2C=CC=CC1=2)=[N+](C)C)C.[B-](F)(F)(F)F, predict the reaction product. The product is: [N+:30]([C:33]1[CH:46]=[C:45]2[C:47]([CH2:50][CH2:48][N:44]2[C:27]([C:23]2[N:24]=[CH:25][N:26]=[C:21]([NH:20][C:16]3[CH:17]=[C:18]4[C:13](=[CH:14][CH:15]=3)[CH2:12][C:4]3([C:5]5[C:6](=[N:7][CH:8]=[CH:9][CH:10]=5)[NH:11][C:3]3=[O:2])[CH2:19]4)[CH:22]=2)=[O:29])=[CH:35][CH:34]=1)([O-:32])=[O:31]. (5) Given the reactants [CH:1]([C:4]1[N:5]=[C:6]2[CH:11]=[C:10]([C:12]([OH:14])=O)[CH:9]=[CH:8][N:7]2[C:15]=1[S:16]([OH:19])(=[O:18])=O)([CH3:3])[CH3:2].C(N(CC)CC)C.P(Cl)(Cl)([Cl:29])=O.[NH2:32][C:33]1[CH:38]=[CH:37][CH:36]=[CH:35][CH:34]=1.C(=O)([O-])O.[Na+], predict the reaction product. The product is: [CH:1]([C:4]1[N:5]=[C:6]2[CH:11]=[C:10]([C:12](=[O:14])[NH:32][C:33]3[CH:38]=[CH:37][CH:36]=[CH:35][CH:34]=3)[CH:9]=[CH:8][N:7]2[C:15]=1[S:16]([Cl:29])(=[O:18])=[O:19])([CH3:2])[CH3:3].